This data is from Forward reaction prediction with 1.9M reactions from USPTO patents (1976-2016). The task is: Predict the product of the given reaction. (1) Given the reactants Br[CH2:2][C:3]([C:5]1[C:14]2[C:9](=[CH:10][CH:11]=[CH:12][CH:13]=2)[CH:8]=[CH:7][CH:6]=1)=O.[CH3:15][N:16]([CH3:20])[C:17]([NH2:19])=[O:18].C(OCC)(=O)C, predict the reaction product. The product is: [CH3:15][N:16]([CH3:20])[C:17]1[O:18][CH:2]=[C:3]([C:5]2[C:14]3[C:9](=[CH:10][CH:11]=[CH:12][CH:13]=3)[CH:8]=[CH:7][CH:6]=2)[N:19]=1. (2) Given the reactants [CH3:1][C:2]1[C:7]([CH:8]([S:18]([C:21]2[CH:26]=[CH:25][CH:24]=[CH:23][CH:22]=2)(=[O:20])=[O:19])[C:9]2[C:14]([F:15])=[CH:13][CH:12]=[C:11]([F:16])[C:10]=2[F:17])=[CH:6][N:5]=[C:4]([C:27](O)=[O:28])[CH:3]=1.F[P-](F)(F)(F)(F)F.[N:37]1(O[P+](N2CCCC2)(N2CCCC2)N2CCCC2)C2C=CC=CC=2N=N1.N1(O)C2C=CC=CC=2N=N1.[Cl-].[NH4+].C(N(C(C)C)C(C)C)C, predict the reaction product. The product is: [CH3:1][C:2]1[C:7]([CH:8]([S:18]([C:21]2[CH:26]=[CH:25][CH:24]=[CH:23][CH:22]=2)(=[O:19])=[O:20])[C:9]2[C:14]([F:15])=[CH:13][CH:12]=[C:11]([F:16])[C:10]=2[F:17])=[CH:6][N:5]=[C:4]([C:27]([NH2:37])=[O:28])[CH:3]=1. (3) Given the reactants [Cl:1][C:2]1[C:3]([CH2:13]O)=[C:4]([C:8]2([OH:12])[CH2:11][CH2:10][CH2:9]2)[CH:5]=[CH:6][CH:7]=1.C1C(=O)N([Br:22])C(=O)C1.C1C=CC(P(C2C=CC=CC=2)C2C=CC=CC=2)=CC=1, predict the reaction product. The product is: [Br:22][CH2:13][C:3]1[C:2]([Cl:1])=[CH:7][CH:6]=[CH:5][C:4]=1[C:8]1([OH:12])[CH2:11][CH2:10][CH2:9]1. (4) Given the reactants Br[CH2:2][C:3]1[NH:8][C:7]([C:9]2[S:10][CH:11]=[CH:12][N:13]=2)=[N:6][CH:5]([C:14]2[CH:19]=[CH:18][C:17]([F:20])=[CH:16][C:15]=2[Cl:21])[C:4]=1[C:22]([O:24][CH3:25])=[O:23].Cl.[NH:27]1[CH2:32][CH2:31][O:30][CH:29]([C:33]([OH:35])=[O:34])[CH2:28]1, predict the reaction product. The product is: [Cl:21][C:15]1[CH:16]=[C:17]([F:20])[CH:18]=[CH:19][C:14]=1[CH:5]1[N:6]=[C:7]([C:9]2[S:10][CH:11]=[CH:12][N:13]=2)[NH:8][C:3]([CH2:2][N:27]2[CH2:32][CH2:31][O:30][CH:29]([C:33]([OH:35])=[O:34])[CH2:28]2)=[C:4]1[C:22]([O:24][CH3:25])=[O:23]. (5) Given the reactants [OH:1][C:2]1[C:3](=[O:35])[CH:4]=[C:5]([NH:22][CH2:23][CH2:24][CH2:25][C:26]([O:28][CH2:29][CH2:30][CH2:31][CH2:32][CH2:33][CH3:34])=[O:27])[C:6](=[O:21])[C:7]=1[CH2:8][CH2:9][CH2:10][CH2:11][CH2:12][CH2:13][CH2:14][CH2:15][CH2:16][CH2:17][CH2:18][CH2:19][CH3:20].[C:36](=O)([O-])[O-].[K+].[K+].S(OC)(OC)(=O)=O, predict the reaction product. The product is: [CH3:36][O:1][C:2]1[C:3](=[O:35])[CH:4]=[C:5]([NH:22][CH2:23][CH2:24][CH2:25][C:26]([O:28][CH2:29][CH2:30][CH2:31][CH2:32][CH2:33][CH3:34])=[O:27])[C:6](=[O:21])[C:7]=1[CH2:8][CH2:9][CH2:10][CH2:11][CH2:12][CH2:13][CH2:14][CH2:15][CH2:16][CH2:17][CH2:18][CH2:19][CH3:20].